This data is from Forward reaction prediction with 1.9M reactions from USPTO patents (1976-2016). The task is: Predict the product of the given reaction. (1) Given the reactants [O:1]1[CH2:5][CH2:4][CH2:3][CH:2]1[C:6]1[C:14]2[C:13]([C:15]3[CH:16]=[C:17]([CH:19]=[CH:20][CH:21]=3)[NH2:18])=[N:12][CH:11]=[N:10][C:9]=2[N:8]([CH2:22][O:23][CH2:24][CH2:25][Si:26]([CH3:29])([CH3:28])[CH3:27])[CH:7]=1.CCN(C(C)C)C(C)C.[CH3:39][C:40](=[CH2:44])[C:41](Cl)=[O:42], predict the reaction product. The product is: [O:1]1[CH2:5][CH2:4][CH2:3][CH:2]1[C:6]1[C:14]2[C:13]([C:15]3[CH:16]=[C:17]([NH:18][C:41](=[O:42])[C:40]([CH3:44])=[CH2:39])[CH:19]=[CH:20][CH:21]=3)=[N:12][CH:11]=[N:10][C:9]=2[N:8]([CH2:22][O:23][CH2:24][CH2:25][Si:26]([CH3:29])([CH3:28])[CH3:27])[CH:7]=1. (2) Given the reactants [Br:1][C:2]1[CH:3]=[C:4]([CH2:8][N:9]2[CH2:14][CH2:13][NH:12][C@@H:11]([CH3:15])[CH2:10]2)[CH:5]=[CH:6][CH:7]=1.Cl[C:17]([O:19][CH2:20][C:21]1[CH:26]=[CH:25][CH:24]=[CH:23][CH:22]=1)=[O:18].C(OCC)(=O)C.C([O-])(O)=O.[Na+], predict the reaction product. The product is: [Br:1][C:2]1[CH:3]=[C:4]([CH2:8][N:9]2[CH2:14][CH2:13][N:12]([C:17]([O:19][CH2:20][C:21]3[CH:26]=[CH:25][CH:24]=[CH:23][CH:22]=3)=[O:18])[C@@H:11]([CH3:15])[CH2:10]2)[CH:5]=[CH:6][CH:7]=1. (3) Given the reactants [Cl:1][CH2:2][CH2:3][CH2:4][O:5][C:6]1[CH:11]=[CH:10][C:9]([C:12]2[CH:16](O)[O:15][C:14](=O)[CH:13]=2)=[CH:8][CH:7]=1.O.[NH2:20][NH2:21], predict the reaction product. The product is: [Cl:1][CH2:2][CH2:3][CH2:4][O:5][C:6]1[CH:11]=[CH:10][C:9]([C:12]2[CH:16]=[N:21][NH:20][C:14](=[O:15])[CH:13]=2)=[CH:8][CH:7]=1. (4) Given the reactants [C:1]([O:5][C:6]([N:8]1[CH2:13][C:12](=[O:14])[NH:11][C@H:10]([C:15](=[O:42])[N:16]([CH:25]([C:35]2[CH:40]=[CH:39][CH:38]=[CH:37][C:36]=2[Cl:41])[C:26]([NH:28][CH:29]2[CH2:32][C:31]([F:34])([F:33])[CH2:30]2)=[O:27])[C:17]2[CH:22]=[C:21]([F:23])[CH:20]=[C:19]([F:24])[CH:18]=2)[CH2:9]1)=[O:7])([CH3:4])([CH3:3])[CH3:2].Br[C:44]1[N:49]=[C:48]([C:50]#[N:51])[CH:47]=[CH:46][N:45]=1.CC1(C)C2C(=C(P(C3C=CC=CC=3)C3C=CC=CC=3)C=CC=2)OC2C(P(C3C=CC=CC=3)C3C=CC=CC=3)=CC=CC1=2.C([O-])([O-])=O.[Cs+].[Cs+], predict the reaction product. The product is: [Cl:41][C:36]1[CH:37]=[CH:38][CH:39]=[CH:40][C:35]=1[CH:25]([N:16]([C:17]1[CH:22]=[C:21]([F:23])[CH:20]=[C:19]([F:24])[CH:18]=1)[C:15]([C@H:10]1[N:11]([C:44]2[N:49]=[C:48]([C:50]#[N:51])[CH:47]=[CH:46][N:45]=2)[C:12](=[O:14])[CH2:13][N:8]([C:6]([O:5][C:1]([CH3:4])([CH3:2])[CH3:3])=[O:7])[CH2:9]1)=[O:42])[C:26]([NH:28][CH:29]1[CH2:32][C:31]([F:33])([F:34])[CH2:30]1)=[O:27].